From a dataset of NCI-60 drug combinations with 297,098 pairs across 59 cell lines. Regression. Given two drug SMILES strings and cell line genomic features, predict the synergy score measuring deviation from expected non-interaction effect. Drug 1: C1C(C(OC1N2C=NC3=C(N=C(N=C32)Cl)N)CO)O. Drug 2: CC(C)CN1C=NC2=C1C3=CC=CC=C3N=C2N. Cell line: OVCAR-5. Synergy scores: CSS=36.9, Synergy_ZIP=-7.08, Synergy_Bliss=-8.37, Synergy_Loewe=-9.87, Synergy_HSA=-8.28.